This data is from Catalyst prediction with 721,799 reactions and 888 catalyst types from USPTO. The task is: Predict which catalyst facilitates the given reaction. (1) Reactant: [CH3:1][O:2][C:3](=[O:18])[CH2:4][CH2:5][CH2:6][CH2:7][C:8]1[CH:17]=[CH:16][C:15]2[C:10](=[N:11][CH:12]=[CH:13][CH:14]=2)[N:9]=1. Product: [CH3:1][O:2][C:3](=[O:18])[CH2:4][CH2:5][CH2:6][CH2:7][C:8]1[CH:17]=[CH:16][C:15]2[CH2:14][CH2:13][CH2:12][NH:11][C:10]=2[N:9]=1. The catalyst class is: 8. (2) Reactant: [OH-].[Li+].C([O:5][C:6]([C:8]1[C:13](=[O:14])[NH:12][CH:11]([NH:15][C:16]2[CH:17]=[CH:18][C:19]3[O:23][C:22]([CH2:24][CH3:25])=[C:21]([CH3:26])[C:20]=3[CH:27]=2)[N:10]([CH2:28][C:29]2[CH:34]=[CH:33][C:32]([Cl:35])=[CH:31][CH:30]=2)[CH:9]=1)=[O:7])C.C(O)C.Cl. Product: [OH:7][C:6]([C:8]1[C:13](=[O:14])[NH:12][CH:11]([NH:15][C:16]2[CH:17]=[CH:18][C:19]3[O:23][C:22]([CH2:24][CH3:25])=[C:21]([CH3:26])[C:20]=3[CH:27]=2)[N:10]([CH2:28][C:29]2[CH:34]=[CH:33][C:32]([Cl:35])=[CH:31][CH:30]=2)[CH:9]=1)=[O:5]. The catalyst class is: 90. (3) Reactant: Cl[CH2:2][C:3]1[NH:4][C:5](=[O:17])[C:6]2[O:11][N:10]=[C:9]([CH:12]3[CH2:16][CH2:15][CH2:14][CH2:13]3)[C:7]=2[N:8]=1.[NH2:18][CH2:19][CH2:20][OH:21].CO.O. Product: [CH:12]1([C:9]2[C:7]3[N:8]=[C:3]([CH2:2][NH:18][CH2:19][CH2:20][OH:21])[NH:4][C:5](=[O:17])[C:6]=3[O:11][N:10]=2)[CH2:16][CH2:15][CH2:14][CH2:13]1. The catalyst class is: 10. (4) Reactant: [H-].[Na+].[OH:3][C:4]1[CH:11]=[C:10]([OH:12])[CH:9]=[CH:8][C:5]=1[CH:6]=[O:7].[CH3:13][N:14]([CH3:18])[C:15](Cl)=[O:16]. Product: [CH3:13][N:14]([CH3:18])[C:15](=[O:16])[O:12][C:10]1[CH:9]=[CH:8][C:5]([CH:6]=[O:7])=[C:4]([OH:3])[CH:11]=1. The catalyst class is: 6. (5) Reactant: C(OC([N:8]1[CH2:13][CH2:12][N:11]([C:14]2[C:15]3[C:29]([Cl:30])=[CH:28][N:27]=[C:26]([N:31]([CH3:33])[CH3:32])[C:16]=3[N:17]=[C:18]([C:20]3[CH:25]=[CH:24][N:23]=[CH:22][CH:21]=3)[N:19]=2)[CH2:10][CH2:9]1)=O)(C)(C)C.C(Cl)Cl.Cl. Product: [Cl:30][C:29]1[C:15]2[C:14]([N:11]3[CH2:12][CH2:13][NH:8][CH2:9][CH2:10]3)=[N:19][C:18]([C:20]3[CH:21]=[CH:22][N:23]=[CH:24][CH:25]=3)=[N:17][C:16]=2[C:26]([N:31]([CH3:33])[CH3:32])=[N:27][CH:28]=1. The catalyst class is: 12.